Dataset: Reaction yield outcomes from USPTO patents with 853,638 reactions. Task: Predict the reaction yield, written as a fraction of the theoretical maximum amount of product (1.0 means a 100% yield; for example, 0.34 means a 34% yield). (1) The reactants are [N:1]([C@H:4]1[C@@H:8]([CH2:9][CH3:10])[CH2:7][N:6]([C:11]([O:13][CH2:14][C:15]2[CH:20]=[CH:19][CH:18]=[CH:17][CH:16]=2)=[O:12])[CH2:5]1)=[N+]=[N-].O. The catalyst is C(#N)C. The product is [NH2:1][C@H:4]1[C@@H:8]([CH2:9][CH3:10])[CH2:7][N:6]([C:11]([O:13][CH2:14][C:15]2[CH:16]=[CH:17][CH:18]=[CH:19][CH:20]=2)=[O:12])[CH2:5]1. The yield is 0.870. (2) The reactants are C1(S([N:10]2[C:18]3[C:13](=[CH:14][C:15]([C:19]4[N:20]=[C:21]([C:25]5[CH:30]=[CH:29][CH:28]=[CH:27][N:26]=5)[S:22][C:23]=4[CH3:24])=[CH:16][CH:17]=3)[CH:12]=[C:11]2[C:31]2[CH:36]=[CH:35][CH:34]=[CH:33][C:32]=2[CH3:37])(=O)=O)C=CC=CC=1.C([O-])([O-])=O.[Cs+].[Cs+]. The catalyst is C1COCC1.CO. The product is [CH3:24][C:23]1[S:22][C:21]([C:25]2[CH:30]=[CH:29][CH:28]=[CH:27][N:26]=2)=[N:20][C:19]=1[C:15]1[CH:14]=[C:13]2[C:18](=[CH:17][CH:16]=1)[NH:10][C:11]([C:31]1[CH:36]=[CH:35][CH:34]=[CH:33][C:32]=1[CH3:37])=[CH:12]2. The yield is 0.270.